From a dataset of Forward reaction prediction with 1.9M reactions from USPTO patents (1976-2016). Predict the product of the given reaction. (1) The product is: [CH:32]1([CH2:38][NH:39][C:16](=[O:18])[CH2:15][CH2:14][N:6]2[C:7]3[CH:8]=[CH:9][C:10]([CH3:13])=[CH:11][C:12]=3[C:4]3[CH2:3][N:2]([CH3:1])[CH2:20][CH2:19][C:5]2=3)[CH2:37][CH2:36][CH2:35][CH2:34][CH2:33]1. Given the reactants [CH3:1][N:2]1[CH2:20][CH2:19][C:5]2[N:6]([CH2:14][CH2:15][C:16]([OH:18])=O)[C:7]3[CH:8]=[CH:9][C:10]([CH3:13])=[CH:11][C:12]=3[C:4]=2[CH2:3]1.CCN=C=NCCCN(C)C.[CH:32]1([CH2:38][NH2:39])[CH2:37][CH2:36][CH2:35][CH2:34][CH2:33]1, predict the reaction product. (2) Given the reactants [NH2:1][C:2]1[N:6]([C:7]2[CH:12]=[CH:11][CH:10]=[CH:9][CH:8]=2)[N:5]=[C:4]([O:13][CH2:14][C@H:15]2[NH:19][C:18](=[O:20])[CH2:17][CH2:16]2)[C:3]=1[CH3:21].C1(C2C=CC([CH2:31][O:32]C)=CC=2CN)CC1.[CH3:36][O:37][CH2:38][C:39]1[CH:40]=[CH:41][C:42]([O:47][C:48]([F:51])([F:50])[F:49])=[C:43]([CH2:45][NH2:46])[CH:44]=1, predict the reaction product. The product is: [CH3:36][O:37][CH2:38][C:39]1[CH:40]=[CH:41][C:42]([O:47][C:48]([F:49])([F:50])[F:51])=[C:43]([CH:44]=1)[CH2:45][NH:46][C:31]([NH:1][C:2]1[N:6]([C:7]2[CH:12]=[CH:11][CH:10]=[CH:9][CH:8]=2)[N:5]=[C:4]([O:13][CH2:14][C@@H:15]2[CH2:16][CH2:17][C:18](=[O:20])[NH:19]2)[C:3]=1[CH3:21])=[O:32]. (3) Given the reactants [Br:1][C:2]1[CH2:11][CH2:10][C:9]2[C:4](=[C:5]([F:12])[CH:6]=[CH:7][CH:8]=2)[C:3]=1[CH:13]=[O:14].ClC1C(=O)C(C#N)=C(C#N)C(=O)C=1Cl, predict the reaction product. The product is: [Br:1][C:2]1[CH:11]=[CH:10][C:9]2[C:4](=[C:5]([F:12])[CH:6]=[CH:7][CH:8]=2)[C:3]=1[CH:13]=[O:14]. (4) The product is: [CH:4]1[C:3]2[C:2](=[CH:15][C:14]3[C:19]([C:18]=2[C:10]2[C:19]4[C:14](=[CH:15][CH:16]=[CH:17][CH:18]=4)[C:13]([C:33]4[C:34]5[C:25]([CH:26]=[C:27]6[C:32]=4[CH:31]=[CH:30][CH:29]=[CH:28]6)=[CH:24][CH:23]=[CH:22][CH:21]=5)=[CH:12][CH:11]=2)=[CH:10][CH:11]=[CH:12][CH:13]=3)[CH:7]=[CH:6][CH:5]=1. Given the reactants Br[C:2]1[CH:7]=[CH:6][CH:5]=[CH:4][C:3]=1Br.Br[C:10]1[C:19]2[C:14](=[CH:15][CH:16]=[CH:17][CH:18]=2)[C:13](Br)=[CH:12][CH:11]=1.[CH:21]1[C:34]2[C:25](=[CH:26][C:27]3[C:32]([C:33]=2B(O)O)=[CH:31][CH:30]=[CH:29][CH:28]=3)[CH:24]=[CH:23][CH:22]=1, predict the reaction product. (5) Given the reactants NC1C(C2C=CC(Cl)=C(Cl)C=2)CN(C(C2CCN(C(C3(C)CC3)=O)CC2)=O)C1.[F:29][C:30]1[CH:35]=[CH:34][C:33]([O:36][C:37](=[O:68])[N:38]([C@H:41]2[C@H:45]([C:46]3[CH:51]=[CH:50][C:49]([Cl:52])=[C:48](Cl)[CH:47]=3)[CH2:44][N:43](C(C3CCN(C(C4(C)CC4)=O)CC3)=O)[CH2:42]2)[CH2:39][CH3:40])=[CH:32][CH:31]=1, predict the reaction product. The product is: [F:29][C:30]1[CH:35]=[CH:34][C:33]([O:36][C:37](=[O:68])[N:38]([C@H:41]2[C@H:45]([C:46]3[CH:47]=[CH:48][C:49]([Cl:52])=[CH:50][CH:51]=3)[CH2:44][NH:43][CH2:42]2)[CH2:39][CH3:40])=[CH:32][CH:31]=1. (6) Given the reactants [CH:1]([C:3]1[CH:4]=[C:5]([N+:12]([O-:14])=[O:13])[C:6]([OH:11])=[C:7]([CH:10]=1)C#N)=[O:2].[OH:15][C:16]1C=CC(C=O)=C[C:17]=1[O:24]CCO, predict the reaction product. The product is: [OH:11][C:6]1[C:5]([N+:12]([O-:14])=[O:13])=[CH:4][C:3]([CH:1]=[O:2])=[CH:10][C:7]=1[O:15][CH2:16][CH2:17][OH:24]. (7) Given the reactants [CH3:1][O:2][C:3]1[CH:4]=[C:5]([NH:15][C:16]2[N:17]=[C:18]([CH2:26][CH2:27][CH:28]3[CH2:32][CH2:31][CH2:30][O:29]3)[C:19]3[CH2:25][NH:24][CH2:23][CH2:22][C:20]=3[N:21]=2)[CH:6]=[CH:7][C:8]=1[N:9]1[CH:13]=[C:12]([CH3:14])[N:11]=[CH:10]1.C=O.[C:35](O)(=O)C.C([BH3-])#N, predict the reaction product. The product is: [CH3:1][O:2][C:3]1[CH:4]=[C:5]([NH:15][C:16]2[N:17]=[C:18]([CH2:26][CH2:27][CH:28]3[CH2:32][CH2:31][CH2:30][O:29]3)[C:19]3[CH2:25][N:24]([CH3:35])[CH2:23][CH2:22][C:20]=3[N:21]=2)[CH:6]=[CH:7][C:8]=1[N:9]1[CH:13]=[C:12]([CH3:14])[N:11]=[CH:10]1. (8) Given the reactants [CH2:1]([N:7]([CH3:51])[C:8]([CH:10]1[CH:14]([C:15](=[O:32])[NH:16][C:17]2([C:22]([NH:24][S:25]([C:28]3([CH3:31])[CH2:30][CH2:29]3)(=[O:27])=[O:26])=[O:23])[CH2:19][CH:18]2C=C)[CH2:13][CH:12]([O:33][C:34](=[O:50])[NH:35][C:36]2[CH:41]=[C:40]([CH3:42])[CH:39]=[CH:38][C:37]=2[C:43]2[S:44][C:45](CC)=[CH:46][N:47]=2)[CH2:11]1)=[O:9])[CH2:2][CH2:3][CH2:4][CH:5]=[CH2:6].[CH:52]1(S(O)(=O)=O)C[CH2:53]1, predict the reaction product. The product is: [CH3:51][N:7]1[C:8](=[O:9])[CH:10]2[CH:14]([CH2:13][CH:12]([O:33][C:34](=[O:50])[NH:35][C:36]3[CH:41]=[C:40]([CH3:42])[CH:39]=[CH:38][C:37]=3[C:43]3[S:44][CH:45]=[C:46]([CH2:52][CH3:53])[N:47]=3)[CH2:11]2)[C:15](=[O:32])[NH:16][C:17]2([C:22]([NH:24][S:25]([C:28]3([CH3:31])[CH2:30][CH2:29]3)(=[O:26])=[O:27])=[O:23])[CH:19]([CH2:18]2)[CH:6]=[CH:5][CH2:4][CH2:3][CH2:2][CH2:1]1.